From a dataset of Forward reaction prediction with 1.9M reactions from USPTO patents (1976-2016). Predict the product of the given reaction. (1) Given the reactants Cl[CH2:2][C:3]1[C:4]([S:10][CH:11]([CH3:13])[CH3:12])=[N:5][C:6]([CH3:9])=[CH:7][CH:8]=1.C([O:16][C:17](=[O:28])[CH2:18][CH2:19][C:20]1[CH:25]=[CH:24][C:23]([OH:26])=[C:22]([Cl:27])[CH:21]=1)C, predict the reaction product. The product is: [Cl:27][C:22]1[CH:21]=[C:20]([CH2:19][CH2:18][C:17]([OH:28])=[O:16])[CH:25]=[CH:24][C:23]=1[O:26][CH2:2][C:3]1[C:4]([S:10][CH:11]([CH3:13])[CH3:12])=[N:5][C:6]([CH3:9])=[CH:7][CH:8]=1. (2) Given the reactants [C:1]([N:5]1[C:9]([NH2:10])=[CH:8][C:7]([C:11]2[CH:16]=[CH:15][C:14]([CH3:17])=[CH:13][CH:12]=2)=[N:6]1)([CH3:4])([CH3:3])[CH3:2].[CH2:18]([O:20][C:21](=[O:32])[C:22](=[CH:28]OCC)[C:23]([O:25][CH2:26][CH3:27])=[O:24])[CH3:19], predict the reaction product. The product is: [CH2:18]([O:20][C:21](=[O:32])[C:22](=[CH:28][NH:10][C:9]1[N:5]([C:1]([CH3:4])([CH3:3])[CH3:2])[N:6]=[C:7]([C:11]2[CH:12]=[CH:13][C:14]([CH3:17])=[CH:15][CH:16]=2)[CH:8]=1)[C:23]([O:25][CH2:26][CH3:27])=[O:24])[CH3:19]. (3) Given the reactants [CH3:1][C@H:2]1[C:9]([S:10][C@@H:11]2[CH2:15][NH:14][C@H:13]([C:16]([N:18]([CH3:20])[CH3:19])=[O:17])[CH2:12]2)=[C:8]([C:21]([OH:23])=[O:22])[N:7]2[C@H:3]1[C@@H:4]([C@H:24]([OH:26])[CH3:25])[C:5]2=[O:6].C1N(CCCS(O)(=O)=O)CC[O:29]C1.[H][H], predict the reaction product. The product is: [CH3:1][C@H:2]1[C:9]([S:10][C@@H:11]2[CH2:15][NH:14][C@H:13]([C:16]([N:18]([CH3:19])[CH3:20])=[O:17])[CH2:12]2)=[C:8]([C:21]([OH:23])=[O:22])[N:7]2[C@H:3]1[C@@H:4]([C@H:24]([OH:26])[CH3:25])[C:5]2=[O:6].[OH2:29].[OH2:6].[OH2:6]. (4) Given the reactants [Cl:1][C:2]1[C:3]([NH:18][C:19]2[CH:27]=[CH:26][CH:25]=[CH:24][C:20]=2[C:21]([OH:23])=O)=[CH:4][C:5]([NH:8][C:9]2[N:13]([CH:14]([CH3:16])[CH3:15])[N:12]=[C:11]([CH3:17])[CH:10]=2)=[N:6][CH:7]=1.ON1C2C=CC=CC=2N=N1.CN(C)CCCN=C=NCC.Cl.[CH3:50][O:51][NH2:52].C(N(C(C)C)CC)(C)C, predict the reaction product. The product is: [Cl:1][C:2]1[C:3]([NH:18][C:19]2[CH:27]=[CH:26][CH:25]=[CH:24][C:20]=2[C:21]([NH:52][O:51][CH3:50])=[O:23])=[CH:4][C:5]([NH:8][C:9]2[N:13]([CH:14]([CH3:15])[CH3:16])[N:12]=[C:11]([CH3:17])[CH:10]=2)=[N:6][CH:7]=1.